This data is from Catalyst prediction with 721,799 reactions and 888 catalyst types from USPTO. The task is: Predict which catalyst facilitates the given reaction. Reactant: [CH3:1][C:2]1[CH:11]=[C:10]([S:12]([C:15]2[CH:20]=[CH:19][CH:18]=[CH:17][CH:16]=2)(=[O:14])=[O:13])[C:9]2[C:4](=[C:5]([N:21]3[CH2:26][CH2:25][N:24](C(=O)C(F)(F)F)[CH2:23][CH2:22]3)[CH:6]=[CH:7][CH:8]=2)[N:3]=1.C([O-])([O-])=O.[K+].[K+]. Product: [CH3:1][C:2]1[CH:11]=[C:10]([S:12]([C:15]2[CH:20]=[CH:19][CH:18]=[CH:17][CH:16]=2)(=[O:13])=[O:14])[C:9]2[C:4](=[C:5]([N:21]3[CH2:26][CH2:25][NH:24][CH2:23][CH2:22]3)[CH:6]=[CH:7][CH:8]=2)[N:3]=1. The catalyst class is: 24.